Dataset: Full USPTO retrosynthesis dataset with 1.9M reactions from patents (1976-2016). Task: Predict the reactants needed to synthesize the given product. (1) Given the product [CH3:10][CH:11]1[CH2:15][CH2:14][CH:13]([NH:2][NH:1][C:3]([O:5][C:6]([CH3:9])([CH3:8])[CH3:7])=[O:4])[CH2:12]1, predict the reactants needed to synthesize it. The reactants are: [NH:1]([C:3]([O:5][C:6]([CH3:9])([CH3:8])[CH3:7])=[O:4])[NH2:2].[CH3:10][CH:11]1[CH2:15][CH2:14][C:13](=O)[CH2:12]1.C([BH3-])#N.[Na+].C(O)(=O)C.[OH-].[Na+]. (2) Given the product [CH2:1]([O:8][C:9]1[CH:23]=[C:22]([CH2:24][CH3:25])[CH:21]=[CH:20][C:10]=1[O:11][C:12]1[CH:18]=[CH:17][C:15]([NH:16][CH2:33][CH2:34][CH2:35][OH:36])=[CH:14][C:13]=1[F:19])[C:2]1[CH:3]=[CH:4][CH:5]=[CH:6][CH:7]=1, predict the reactants needed to synthesize it. The reactants are: [CH2:1]([O:8][C:9]1[CH:23]=[C:22]([CH2:24][CH3:25])[CH:21]=[CH:20][C:10]=1[O:11][C:12]1[CH:18]=[CH:17][C:15]([NH2:16])=[CH:14][C:13]=1[F:19])[C:2]1[CH:7]=[CH:6][CH:5]=[CH:4][CH:3]=1.C([O-])([O-])=O.[K+].[K+].Br[CH2:33][CH2:34][CH2:35][OH:36]. (3) Given the product [Br:27][C:28]1[CH:33]=[C:32]([F:34])[CH:31]=[CH:30][C:29]=1[CH2:35][CH2:36][I:25], predict the reactants needed to synthesize it. The reactants are: C1C=CC(P(C2C=CC=CC=2)C2C=CC=CC=2)=CC=1.N1C=CN=C1.[I:25]I.[Br:27][C:28]1[CH:33]=[C:32]([F:34])[CH:31]=[CH:30][C:29]=1[CH2:35][CH2:36]O. (4) The reactants are: [CH3:1][O:2][C:3]1[CH:8]=[CH:7][C:6]([CH:9]=[CH:10][C:11]([OH:13])=O)=[CH:5][CH:4]=1.[NH2:14][C@@H:15]([CH2:23][OH:24])[CH2:16][C:17]1[CH:22]=[CH:21][CH:20]=[CH:19][CH:18]=1. Given the product [CH2:16]([CH:15]([NH:14][C:11](=[O:13])[CH:10]=[CH:9][C:6]1[CH:5]=[CH:4][C:3]([O:2][CH3:1])=[CH:8][CH:7]=1)[CH2:23][OH:24])[C:17]1[CH:22]=[CH:21][CH:20]=[CH:19][CH:18]=1, predict the reactants needed to synthesize it. (5) The reactants are: [Cl:1][C:2]1[C:8](Cl)=[CH:7][C:5]([NH2:6])=[C:4]([N+:10]([O-:12])=[O:11])[CH:3]=1.Cl.[F:14][C:15]([F:23])([F:22])[CH:16]1[CH2:21][CH2:20][NH:19][CH2:18][CH2:17]1.C([O-])([O-])=O.[K+].[K+]. Given the product [Cl:1][C:2]1[C:8]([N:19]2[CH2:20][CH2:21][CH:16]([C:15]([F:23])([F:22])[F:14])[CH2:17][CH2:18]2)=[CH:7][C:5]([NH2:6])=[C:4]([N+:10]([O-:12])=[O:11])[CH:3]=1, predict the reactants needed to synthesize it. (6) Given the product [Cl:2][C:3]1[CH:8]=[C:7]([C:9]2[CH:10]=[CH:11][C:12]([O:15][CH2:28][CH2:29][CH2:30][N:31]3[CH2:36][CH2:35][CH2:34][C@H:33]([CH3:37])[CH2:32]3)=[CH:13][CH:14]=2)[CH:6]=[CH:5][N:4]=1, predict the reactants needed to synthesize it. The reactants are: Br.[Cl:2][C:3]1[CH:8]=[C:7]([C:9]2[CH:14]=[CH:13][C:12]([OH:15])=[CH:11][CH:10]=2)[CH:6]=[CH:5][N:4]=1.C(=O)([O-])[O-].[K+].[K+].Cl.CS(O[CH2:28][CH2:29][CH2:30][N:31]1[CH2:36][CH2:35][CH2:34][C@H:33]([CH3:37])[CH2:32]1)(=O)=O. (7) Given the product [Br:1][C:2]1[CH:10]=[C:6]([NH:30][C:33](=[O:18])[O:37][CH2:35][CH3:36])[CH:5]=[N:4][CH:3]=1, predict the reactants needed to synthesize it. The reactants are: [Br:1][C:2]1[CH:3]=[N:4][CH:5]=[C:6]([CH:10]=1)C(O)=O.C1C=CC(P(N=[N+]=[N-])(C2C=CC=CC=2)=[O:18])=CC=1.C([N:30]([CH2:33]C)CC)C.[CH2:35]([OH:37])[CH3:36].